This data is from Forward reaction prediction with 1.9M reactions from USPTO patents (1976-2016). The task is: Predict the product of the given reaction. (1) Given the reactants [C:1]([O:5][C@@H:6]([C:10]1[C:11]([I:24])=[C:12]2[C:19]3[CH2:20][CH2:21][CH2:22][CH2:23][C:18]=3[S:17][C:13]2=[N:14][C:15]=1[CH3:16])[C:7]([OH:9])=[O:8])([CH3:4])([CH3:3])[CH3:2].F[P-](F)(F)(F)(F)F.N1(OC(=[N+](C)C)N(C)C)C2C=CC=C[C:35]=2N=N1.C(N(C(C)C)C(C)C)C.CO, predict the reaction product. The product is: [C:1]([O:5][C@@H:6]([C:10]1[C:11]([I:24])=[C:12]2[C:19]3[CH2:20][CH2:21][CH2:22][CH2:23][C:18]=3[S:17][C:13]2=[N:14][C:15]=1[CH3:16])[C:7]([O:9][CH3:35])=[O:8])([CH3:4])([CH3:2])[CH3:3]. (2) Given the reactants Br[C:2]1[CH:3]=[C:4]([CH2:8][C:9]([O:11][CH3:12])=[O:10])[CH:5]=[CH:6][CH:7]=1.[CH2:13]=[CH2:14], predict the reaction product. The product is: [CH:13]([C:2]1[CH:3]=[C:4]([CH2:8][C:9]([O:11][CH3:12])=[O:10])[CH:5]=[CH:6][CH:7]=1)=[CH2:14]. (3) The product is: [Cl:35][C:6]1[CH:7]=[N:8][CH:9]=[C:10]([CH:32]=1)[C:11]([NH:13][C@H:14]1[CH2:19][CH2:18][C@@H:17]([NH:20][C:21]2[CH:30]=[C:29]([CH3:31])[C:28]3[C:23](=[CH:24][CH:25]=[CH:26][CH:27]=3)[N:22]=2)[CH2:16][CH2:15]1)=[O:12]. Given the reactants N([O-])=O.[Na+].N[C:6]1[CH:7]=[N:8][CH:9]=[C:10]([CH:32]=1)[C:11]([NH:13][C@H:14]1[CH2:19][CH2:18][C@@H:17]([NH:20][C:21]2[CH:30]=[C:29]([CH3:31])[C:28]3[C:23](=[CH:24][CH:25]=[CH:26][CH:27]=3)[N:22]=2)[CH2:16][CH2:15]1)=[O:12].[OH-].[Na+].[ClH:35], predict the reaction product. (4) Given the reactants Br[CH2:2][CH2:3][CH2:4][NH:5][C:6](=[O:12])[O:7][C:8]([CH3:11])([CH3:10])[CH3:9].CN(C)C=O.[N-:18]=[N+:19]=[N-:20].[Na+], predict the reaction product. The product is: [C:8]([O:7][C:6](=[O:12])[NH:5][CH2:4][CH2:3][CH2:2][N:18]=[N+:19]=[N-:20])([CH3:11])([CH3:10])[CH3:9]. (5) Given the reactants P(Cl)(Cl)([Cl:3])=O.[Cl:6][C:7]1[C:12]2[C:13](=O)[NH:14][S:15][C:11]=2[CH:10]=[CH:9][CH:8]=1, predict the reaction product. The product is: [Cl:3][C:13]1[C:12]2[C:7]([Cl:6])=[CH:8][CH:9]=[CH:10][C:11]=2[S:15][N:14]=1. (6) The product is: [CH3:1][CH:2]([CH2:26][CH3:27])[CH2:3][C:4]1[CH:12]=[CH:11][CH:10]=[C:9]2[C:5]=1[C:6](=[N:14][NH:15][C:16]1[CH:21]=[CH:20][C:19]([S:22]([NH2:25])(=[O:24])=[O:23])=[CH:18][CH:17]=1)[C:7](=[O:13])[NH:8]2. Given the reactants [CH3:1][C:2]([CH2:26][CH3:27])=[CH:3][C:4]1[CH:12]=[CH:11][CH:10]=[C:9]2[C:5]=1[C:6](=[N:14][NH:15][C:16]1[CH:21]=[CH:20][C:19]([S:22]([NH2:25])(=[O:24])=[O:23])=[CH:18][CH:17]=1)[C:7](=[O:13])[NH:8]2.CC(=CC)CC1C=CC=C2C=1C(=NNC1C=CC(S(N)(=O)=O)=CC=1)C(=O)N2, predict the reaction product. (7) The product is: [CH:1]1([CH2:4][O:5][C:6]2[CH:18]=[C:17]([CH3:19])[C:9]([C:10]([OH:12])=[O:11])=[C:8]([CH3:20])[CH:7]=2)[CH2:3][CH2:2]1. Given the reactants [CH:1]1([CH2:4][O:5][C:6]2[CH:18]=[C:17]([CH3:19])[C:9]([C:10]([O:12]CC3CC3)=[O:11])=[C:8]([CH3:20])[CH:7]=2)[CH2:3][CH2:2]1.[OH-].[Na+].[OH-].[Li+].C(OCCO)C.Cl, predict the reaction product. (8) Given the reactants [CH3:1][S:2]([C:5]1[CH:6]=[CH:7][C:8]([S:14][CH2:15][C:16]([F:19])([F:18])[F:17])=[C:9]([CH:13]=1)[C:10]([OH:12])=O)(=[O:4])=[O:3].[F:20][C:21]([F:35])([F:34])[C:22]1[CH:27]=[CH:26][C:25]([N:28]2[CH2:33][CH2:32][NH:31][CH2:30][CH2:29]2)=[CH:24][CH:23]=1, predict the reaction product. The product is: [CH3:1][S:2]([C:5]1[CH:6]=[CH:7][C:8]([S:14][CH2:15][C:16]([F:19])([F:18])[F:17])=[C:9]([C:10]([N:31]2[CH2:30][CH2:29][N:28]([C:25]3[CH:24]=[CH:23][C:22]([C:21]([F:34])([F:35])[F:20])=[CH:27][CH:26]=3)[CH2:33][CH2:32]2)=[O:12])[CH:13]=1)(=[O:3])=[O:4].